From a dataset of Catalyst prediction with 721,799 reactions and 888 catalyst types from USPTO. Predict which catalyst facilitates the given reaction. (1) Reactant: [F:1][C:2]([F:15])([F:14])[S:3]([O:6]S(C(F)(F)F)(=O)=O)(=[O:5])=[O:4].[CH3:16][O:17][C:18]1[CH:19]=[C:20](O)[C:21]2[C:26]([CH:27]=1)=[CH:25][CH:24]=[CH:23][CH:22]=2.CCN(CC)CC. Product: [F:1][C:2]([F:15])([F:14])[S:3]([O:6][C:20]1[C:21]2[C:26](=[CH:25][CH:24]=[CH:23][CH:22]=2)[CH:27]=[C:18]([O:17][CH3:16])[CH:19]=1)(=[O:5])=[O:4]. The catalyst class is: 4. (2) Reactant: Cl.[NH2:2][CH2:3][CH2:4][C:5]1[CH:12]=[CH:11][C:9]([OH:10])=[C:7]([OH:8])[CH:6]=1.[C:13](OC(OCC)=O)(=[O:21])[CH2:14][CH2:15][CH2:16][CH2:17][CH2:18][CH2:19][CH3:20].C(N(C(C)C)C(C)C)C.C(=O)([O-])O.[Na+]. Product: [C:13]([NH:2][CH2:3][CH2:4][C:5]1[CH:12]=[CH:11][C:9]([OH:10])=[C:7]([OH:8])[CH:6]=1)(=[O:21])[CH2:14][CH2:15][CH2:16][CH2:17][CH2:18][CH2:19][CH3:20]. The catalyst class is: 42. (3) Reactant: [CH2:1]=[CH:2][C:3]1[CH:8]=[CH:7][CH:6]=[CH:5][CH:4]=1.[CH2:9]=[CH:10][C:11](=C)[CH3:12].C=CC=C. Product: [CH2:1]=[CH:2][C:3](=[CH2:4])[CH3:8].[CH2:1]=[CH:2][C:3]1[CH:8]=[CH:7][CH:6]=[CH:5][CH:4]=1.[CH2:9]=[CH:10][CH:11]=[CH2:12].[CH2:1]=[CH:2][C:3]1[CH:8]=[CH:7][CH:6]=[CH:5][CH:4]=1. The catalyst class is: 244. (4) Reactant: [O:1]1CCC(=O)CC1.C(N1CCNCC1)(OC(C)(C)C)=O.[C-]#N.[K+].[C:24]([O:28][C:29]([N:31]1[CH2:36][CH2:35][N:34]([C:37]2([C:43]#[N:44])[CH2:42][CH2:41][O:40][CH2:39][CH2:38]2)[CH2:33][CH2:32]1)=[O:30])([CH3:27])([CH3:26])[CH3:25].[OH-].[Na+].OO. Product: [C:24]([O:28][C:29]([N:31]1[CH2:32][CH2:33][N:34]([C:37]2([C:43](=[O:1])[NH2:44])[CH2:38][CH2:39][O:40][CH2:41][CH2:42]2)[CH2:35][CH2:36]1)=[O:30])([CH3:27])([CH3:25])[CH3:26]. The catalyst class is: 24. (5) Reactant: C(=O)([O-])O.[Na+].[CH:6]1([CH2:9][O:10][C:11]2[CH:16]=[CH:15][C:14]([N:17]3[C:22](=[O:23])[C:21]4[NH:24][CH:25]=[CH:26][C:20]=4[NH:19][C:18]3=[S:27])=[CH:13][CH:12]=2)[CH2:8][CH2:7]1.Br[CH2:29][CH2:30][OH:31].[I-].[Na+]. Product: [CH:6]1([CH2:9][O:10][C:11]2[CH:12]=[CH:13][C:14]([N:17]3[C:22](=[O:23])[C:21]4[NH:24][CH:25]=[CH:26][C:20]=4[N:19]=[C:18]3[S:27][CH2:29][CH2:30][OH:31])=[CH:15][CH:16]=2)[CH2:7][CH2:8]1. The catalyst class is: 434. (6) Reactant: C([O:3][C:4](=[O:14])[CH:5]([C:7]1[CH:12]=[CH:11][CH:10]=[C:9]([Br:13])[CH:8]=1)[OH:6])C.[H-].[Na+].[CH3:17]I.[Cl-].[Na+].Cl. Product: [Br:13][C:9]1[CH:8]=[C:7]([CH:5]([O:6][CH3:17])[C:4]([OH:3])=[O:14])[CH:12]=[CH:11][CH:10]=1. The catalyst class is: 1.